Task: Predict the reaction yield, written as a fraction of the theoretical maximum amount of product (1.0 means a 100% yield; for example, 0.34 means a 34% yield).. Dataset: Reaction yield outcomes from USPTO patents with 853,638 reactions (1) The reactants are Br[C:2]1[CH:3]=[C:4]2[C:9](=[O:10])[O:8][C:6](=[O:7])[C:5]2=[CH:11][CH:12]=1.[CH3:13][C:14](N(C)C)=[O:15].C(N([CH2:24][CH3:25])CC)C. No catalyst specified. The product is [C:2]([C:12]1[CH:11]=[C:13]2[C:5](=[CH:24][CH:25]=1)[C:6](=[O:7])[O:8][C:14]2=[O:15])#[C:3][C:2]1[CH:3]=[C:4]2[C:5](=[CH:11][CH:12]=1)[C:6](=[O:7])[O:8][C:9]2=[O:10]. The yield is 0.510. (2) The reactants are [CH2:1]([N:4]([C:18]1[CH:23]=[CH:22][CH:21]=[C:20]([Cl:24])[CH:19]=1)[CH:5]1[CH2:10][CH2:9][CH2:8][N:7]([C:11]([O:13][C:14]([CH3:17])([CH3:16])[CH3:15])=[O:12])[CH2:6]1)[CH:2]=[CH2:3].B.C1C[O:29]CC1.[OH-].[Na+].Cl. The catalyst is C1COCC1.O. The product is [Cl:24][C:20]1[CH:19]=[C:18]([N:4]([CH2:1][CH2:2][CH2:3][OH:29])[CH:5]2[CH2:10][CH2:9][CH2:8][N:7]([C:11]([O:13][C:14]([CH3:17])([CH3:16])[CH3:15])=[O:12])[CH2:6]2)[CH:23]=[CH:22][CH:21]=1. The yield is 0.480.